This data is from Full USPTO retrosynthesis dataset with 1.9M reactions from patents (1976-2016). The task is: Predict the reactants needed to synthesize the given product. (1) The reactants are: [NH:1]([C:11]([O:13][CH2:14][CH:15]1[C:27]2[C:22](=[CH:23][CH:24]=[CH:25][CH:26]=2)[C:21]2[C:16]1=[CH:17][CH:18]=[CH:19][CH:20]=2)=[O:12])[C@H:2]([C:8]([OH:10])=[O:9])[CH2:3][CH2:4][CH2:5][CH2:6][NH2:7].Cl.C(N(CC)C(C)C)(C)C.N(C(OCC1C2C(=CC=CC=2)C2C1=CC=CC=2)=O)[C@H](C(O)=O)CCCCN.[C:65](O)(=[C:67]1[C:75](=[O:76])[CH2:74][C:71]([CH3:73])([CH3:72])[CH2:70][C:68]1=[O:69])[CH3:66].C(O)(C(F)(F)F)=O. Given the product [NH:1]([C:11]([O:13][CH2:14][CH:15]1[C:16]2[C:21](=[CH:20][CH:19]=[CH:18][CH:17]=2)[C:22]2[C:27]1=[CH:26][CH:25]=[CH:24][CH:23]=2)=[O:12])[C@H:2]([C:8]([OH:10])=[O:9])[CH2:3][CH2:4][CH2:5][CH2:6][NH:7][C:65](=[C:67]1[C:68](=[O:69])[CH2:70][C:71]([CH3:73])([CH3:72])[CH2:74][C:75]1=[O:76])[CH3:66], predict the reactants needed to synthesize it. (2) The reactants are: Cl[C:2]1[N:7]=[CH:6][C:5]2[C:8]([CH2:30][CH2:31][C:32]([O:34][CH2:35][CH3:36])=[O:33])=[N:9][N:10]([C:11]([C:24]3[CH:29]=[CH:28][CH:27]=[CH:26][CH:25]=3)([C:18]3[CH:23]=[CH:22][CH:21]=[CH:20][CH:19]=3)[C:12]3[CH:17]=[CH:16][CH:15]=[CH:14][CH:13]=3)[C:4]=2[CH:3]=1.C(=O)([O-])[O-].[Cs+].[Cs+].[CH2:43]([NH:50][C:51]([NH2:53])=[O:52])[C:44]1[CH:49]=[CH:48][CH:47]=[CH:46][CH:45]=1. Given the product [CH2:43]([NH:50][C:51](=[O:52])[NH:53][C:2]1[N:7]=[CH:6][C:5]2[C:8]([CH2:30][CH2:31][C:32]([O:34][CH2:35][CH3:36])=[O:33])=[N:9][N:10]([C:11]([C:24]3[CH:29]=[CH:28][CH:27]=[CH:26][CH:25]=3)([C:18]3[CH:23]=[CH:22][CH:21]=[CH:20][CH:19]=3)[C:12]3[CH:17]=[CH:16][CH:15]=[CH:14][CH:13]=3)[C:4]=2[CH:3]=1)[C:44]1[CH:49]=[CH:48][CH:47]=[CH:46][CH:45]=1, predict the reactants needed to synthesize it.